From a dataset of Reaction yield outcomes from USPTO patents with 853,638 reactions. Predict the reaction yield, written as a fraction of the theoretical maximum amount of product (1.0 means a 100% yield; for example, 0.34 means a 34% yield). (1) The reactants are ClC1C=CC(C(C2C=CC(Cl)=CC=2)=O)=CC=1.C([O-])([O-])=O.[K+].[K+].[N+]([C:26]1[CH:27]=[C:28]([C:34]#[N:35])[C:29](=[CH:32][CH:33]=1)[C:30]#[N:31])([O-])=O.Cl. The catalyst is C1(C)C=CC=CC=1.CS(C)=O. The product is [C:34](#[N:35])[C:28]1[C:29](=[CH:32][CH:33]=[CH:26][CH:27]=1)[C:30]#[N:31]. The yield is 0.970. (2) The reactants are Cl[C:2]1[C:11]2[C:6](=[CH:7][C:8]([O:14][CH2:15][CH2:16][CH2:17][N:18]3[CH2:23][CH2:22][N:21]([CH3:24])[CH2:20][CH2:19]3)=[C:9]([O:12][CH3:13])[CH:10]=2)[N:5]=[CH:4][N:3]=1.[F:25][C:26]1[CH:34]=[C:33]2[C:29]([CH:30]=[CH:31][NH:32]2)=[CH:28][C:27]=1[OH:35].C(=O)([O-])[O-].[K+].[K+]. The catalyst is CN(C=O)C.O. The product is [F:25][C:26]1[CH:34]=[C:33]2[C:29]([CH:30]=[CH:31][NH:32]2)=[CH:28][C:27]=1[O:35][C:2]1[C:11]2[C:6](=[CH:7][C:8]([O:14][CH2:15][CH2:16][CH2:17][N:18]3[CH2:23][CH2:22][N:21]([CH3:24])[CH2:20][CH2:19]3)=[C:9]([O:12][CH3:13])[CH:10]=2)[N:5]=[CH:4][N:3]=1. The yield is 0.480. (3) The reactants are [Cl:1][C:2]1[CH:3]=[C:4]([C:8]2[O:12][N:11]=[C:10]([CH:13]([OH:15])[CH3:14])[CH:9]=2)[CH:5]=[CH:6][CH:7]=1.[C:16](OC=C)(=[O:18])[CH3:17]. The catalyst is C1(C)C=CC=CC=1. The product is [C:16]([O:15][C@@H:13]([C:10]1[CH:9]=[C:8]([C:4]2[CH:5]=[CH:6][CH:7]=[C:2]([Cl:1])[CH:3]=2)[O:12][N:11]=1)[CH3:14])(=[O:18])[CH3:17]. The yield is 0.470. (4) The yield is 0.780. The catalyst is CO.C(Cl)Cl.O. The reactants are [F:1][C:2]1[C:11]2[O:10][CH2:9][CH:8]([NH:12][CH2:13][CH2:14][CH2:15][C:16]3[C:24]4[C:19](=[CH:20][CH:21]=[C:22]([F:25])[CH:23]=4)[NH:18][CH:17]=3)[CH2:7][C:6]=2[C:5]([C:26]([NH2:28])=[O:27])=[CH:4][CH:3]=1.[C:29]1(=O)[CH2:32][CH2:31][CH2:30]1.C(O)(=O)C.C([BH3-])#N.[Na+]. The product is [CH:29]1([N:12]([CH2:13][CH2:14][CH2:15][C:16]2[C:24]3[C:19](=[CH:20][CH:21]=[C:22]([F:25])[CH:23]=3)[NH:18][CH:17]=2)[CH:8]2[CH2:7][C:6]3[C:5]([C:26]([NH2:28])=[O:27])=[CH:4][CH:3]=[C:2]([F:1])[C:11]=3[O:10][CH2:9]2)[CH2:32][CH2:31][CH2:30]1. (5) The reactants are C[Li].[CH2:3](OCC)C.[CH3:8][O:9][C:10]1[CH:15]=[CH:14][C:13]([N:16]2[CH2:21][CH2:20][N:19]([C:22]3[C:23]([CH3:36])=[C:24]([CH3:35])[C:25]4[O:29][C:28]([CH3:31])([CH3:30])[C:27](=[O:32])[C:26]=4[C:33]=3[CH3:34])[CH2:18][CH2:17]2)=[CH:12][CH:11]=1. The catalyst is C1COCC1.O. The product is [CH3:30][C:28]1([CH3:31])[C:27]([CH3:3])([OH:32])[C:26]2[C:33]([CH3:34])=[C:22]([N:19]3[CH2:18][CH2:17][N:16]([C:13]4[CH:12]=[CH:11][C:10]([O:9][CH3:8])=[CH:15][CH:14]=4)[CH2:21][CH2:20]3)[C:23]([CH3:36])=[C:24]([CH3:35])[C:25]=2[O:29]1. The yield is 0.960. (6) The reactants are [NH2:1][CH2:2][C:3]1[CH:4]=[CH:5][C:6]([NH2:12])=[N:7][C:8]=1[CH:9]1[CH2:11][CH2:10]1.[Cl:13][C:14]1[CH:15]=[N:16][C:17]2[C:22]([CH:23]=1)=[CH:21][C:20]([CH2:24][C:25]1[CH:26]=[C:27]([CH:31]=[CH:32][N:33]=1)[C:28](O)=[O:29])=[CH:19][CH:18]=2.C1C=CC2N(O)N=NC=2C=1.CCN=C=NCCCN(C)C. The catalyst is CN(C=O)C. The product is [NH2:12][C:6]1[N:7]=[C:8]([CH:9]2[CH2:11][CH2:10]2)[C:3]([CH2:2][NH:1][C:28](=[O:29])[C:27]2[CH:31]=[CH:32][N:33]=[C:25]([CH2:24][C:20]3[CH:21]=[C:22]4[C:17](=[CH:18][CH:19]=3)[N:16]=[CH:15][C:14]([Cl:13])=[CH:23]4)[CH:26]=2)=[CH:4][CH:5]=1. The yield is 0.130. (7) The reactants are Br[C:2]1[CH:7]=[CH:6][N:5]=[C:4]([Cl:8])[CH:3]=1.[F:9][C:10]1[C:15]([F:16])=[CH:14][CH:13]=[CH:12][C:11]=1B(O)O.C(=O)([O-])[O-].[Na+].[Na+]. The catalyst is CO.[Pd].C1(P(C2C=CC=CC=2)(C2C=CC=CC=2)C2C=CC=CC=2)C=CC=CC=1. The product is [Cl:8][C:4]1[CH:3]=[C:2]([C:14]2[CH:13]=[CH:12][CH:11]=[C:10]([F:9])[C:15]=2[F:16])[CH:7]=[CH:6][N:5]=1. The yield is 0.960.